Dataset: Reaction yield outcomes from USPTO patents with 853,638 reactions. Task: Predict the reaction yield, written as a fraction of the theoretical maximum amount of product (1.0 means a 100% yield; for example, 0.34 means a 34% yield). (1) The reactants are [C:1]([N:5]1[CH2:10][CH2:9][N:8]([C:11](OC(C)(C)C)=[O:12])[C@@H:7]([C:18]([N:20]2[CH2:25][CH2:24][NH:23][CH2:22][CH2:21]2)=[O:19])[CH2:6]1)([CH3:4])([CH3:3])[CH3:2].[F:26][C:27]([F:48])([O:31][C:32]1[CH:33]=[C:34]([NH:38][C:39](=O)[O:40]C2C=CC=CC=2)[CH:35]=[CH:36][CH:37]=1)[CH:28]([F:30])[F:29]. The catalyst is C(Cl)Cl. The product is [NH3:5].[CH3:11][OH:12].[C:1]([N:5]1[CH2:10][CH2:9][NH:8][C@@H:7]([C:18]([N:20]2[CH2:21][CH2:22][N:23]([C:39]([NH:38][C:34]3[CH:35]=[CH:36][CH:37]=[C:32]([O:31][C:27]([F:26])([F:48])[CH:28]([F:30])[F:29])[CH:33]=3)=[O:40])[CH2:24][CH2:25]2)=[O:19])[CH2:6]1)([CH3:4])([CH3:3])[CH3:2]. The yield is 0.100. (2) The reactants are [C:1]1([C:7](=O)[CH2:8][C:9]2[CH:14]=[CH:13][CH:12]=[CH:11][CH:10]=2)[CH:6]=[CH:5][CH:4]=[CH:3][CH:2]=1.[CH:16]([C:18]1[CH:19]=[C:20]([CH:24]=[CH:25][CH:26]=1)[C:21]([OH:23])=[O:22])=O.[NH2:27][C:28]([NH2:30])=[O:29].Cl. The catalyst is CCO. The product is [O:29]=[C:28]1[NH:30][CH:16]([C:18]2[CH:19]=[C:20]([CH:24]=[CH:25][CH:26]=2)[C:21]([OH:23])=[O:22])[C:8]([C:9]2[CH:14]=[CH:13][CH:12]=[CH:11][CH:10]=2)=[C:7]([C:1]2[CH:6]=[CH:5][CH:4]=[CH:3][CH:2]=2)[NH:27]1. The yield is 0.150. (3) The reactants are C([O-])=O.[NH4+].C([O:12][C:13]1[CH:43]=[CH:42][C:16]([C:17]([NH:19][CH:20]([CH3:41])[C:21](=[O:40])[N:22]2[CH2:27][CH2:26][N:25]([C:28](=[O:39])[C:29]3[CH:34]=[CH:33][CH:32]=[CH:31][C:30]=3[C:35]([F:38])([F:37])[F:36])[CH2:24][CH2:23]2)=[O:18])=[CH:15][CH:14]=1)C1C=CC=CC=1. The catalyst is CO.[Pd]. The product is [OH:12][C:13]1[CH:14]=[CH:15][C:16]([C:17]([NH:19][CH:20]([CH3:41])[C:21](=[O:40])[N:22]2[CH2:27][CH2:26][N:25]([C:28](=[O:39])[C:29]3[CH:34]=[CH:33][CH:32]=[CH:31][C:30]=3[C:35]([F:38])([F:37])[F:36])[CH2:24][CH2:23]2)=[O:18])=[CH:42][CH:43]=1. The yield is 0.820. (4) The reactants are [CH3:1][O:2][C:3]1[C:4](=[O:25])[C:5]([CH3:24])=[C:6]([CH2:12][C:13]2[CH:18]=[CH:17][C:16]([CH2:19][CH2:20][C:21]([OH:23])=[O:22])=[CH:15][CH:14]=2)[C:7](=[O:11])[C:8]=1[O:9][CH3:10].Cl. The catalyst is [OH-].[Na+].O1CCOCC1. The product is [CH3:1][O:2][C:3]1[C:4](=[O:25])[C:5]([CH3:24])=[C:6]([CH2:12][C:13]2[CH:18]=[CH:17][C:16]([CH:19]=[CH:20][C:21]([OH:23])=[O:22])=[CH:15][CH:14]=2)[C:7](=[O:11])[C:8]=1[O:9][CH3:10]. The yield is 0.960. (5) The reactants are [CH2:1]([N:8]1[CH2:14][C:13]2[N:15]=[CH:16][C:17](Cl)=[N:18][C:12]=2[O:11][CH2:10][CH2:9]1)[C:2]1[CH:7]=[CH:6][CH:5]=[CH:4][CH:3]=1.[CH3:20][C:21]1[NH:22][CH:23]=[CH:24][N:25]=1.C(=O)([O-])[O-].[Cs+].[Cs+]. The catalyst is CN(C=O)C.[Cu](I)I. The product is [CH2:1]([N:8]1[CH2:14][C:13]2[N:15]=[CH:16][C:17]([N:22]3[CH:23]=[CH:24][N:25]=[C:21]3[CH3:20])=[N:18][C:12]=2[O:11][CH2:10][CH2:9]1)[C:2]1[CH:7]=[CH:6][CH:5]=[CH:4][CH:3]=1. The yield is 0.150. (6) The reactants are [C:1]([O:5][C:6]([N:8]1[CH2:14][CH2:13][C:12](=[O:15])[N:11]([CH2:16][CH2:17][CH:18]=O)[CH2:10][CH2:9]1)=[O:7])([CH3:4])([CH3:3])[CH3:2].Cl.[CH2:21]1[C:23]2([CH2:28][CH2:27][NH:26][CH2:25][CH:24]2[OH:29])[CH2:22]1.B.N1C=CC=CC=1. The catalyst is ClCCCl.CCO.CC(O)=O. The product is [C:1]([O:5][C:6]([N:8]1[CH2:14][CH2:13][C:12](=[O:15])[N:11]([CH2:16][CH2:17][CH2:18][N:26]2[CH2:27][CH2:28][C:23]3([CH2:21][CH2:22]3)[CH:24]([OH:29])[CH2:25]2)[CH2:10][CH2:9]1)=[O:7])([CH3:2])([CH3:3])[CH3:4]. The yield is 0.910. (7) The reactants are C(O)(C(F)(F)F)=O.[O:8]=[C:9]1[CH:14]=[C:13]([C:15]2[CH:20]=[CH:19][N:18]=[C:17]([NH:21][CH:22]3[CH2:27][CH2:26][O:25][CH2:24][CH2:23]3)[N:16]=2)[CH:12]=[CH:11][N:10]1[CH2:28][C:29]1[N:30](C(OC(C)(C)C)=O)[C:31]2[C:36]([CH:37]=1)=[CH:35][CH:34]=[CH:33][CH:32]=2.C([O-])(O)=O.[Na+].CC#N. The catalyst is ClCCl. The product is [NH:30]1[C:31]2[C:36](=[CH:35][CH:34]=[CH:33][CH:32]=2)[CH:37]=[C:29]1[CH2:28][N:10]1[CH:11]=[CH:12][C:13]([C:15]2[CH:20]=[CH:19][N:18]=[C:17]([NH:21][CH:22]3[CH2:27][CH2:26][O:25][CH2:24][CH2:23]3)[N:16]=2)=[CH:14][C:9]1=[O:8]. The yield is 0.600.